This data is from Full USPTO retrosynthesis dataset with 1.9M reactions from patents (1976-2016). The task is: Predict the reactants needed to synthesize the given product. Given the product [CH3:4][O:5][C:6]1[CH:7]=[C:8]2[C:13]([CH:12]=[C:11]([C:16]3[CH:21]=[CH:20][N:19]=[C:18]([NH:22][CH2:23][C:24]4[CH:29]=[CH:28][CH:27]=[C:26]([O:30][CH3:31])[CH:25]=4)[N:17]=3)[CH:10]=[C:9]2[N:32]2[CH2:33][CH2:34][N:35]([CH2:39][CH2:40][CH2:41][OH:42])[CH2:36][CH2:37]2)=[CH:14][CH:15]=1, predict the reactants needed to synthesize it. The reactants are: Cl.Cl.Cl.[CH3:4][O:5][C:6]1[CH:7]=[C:8]2[C:13](=[CH:14][CH:15]=1)[CH:12]=[C:11]([C:16]1[CH:21]=[CH:20][N:19]=[C:18]([NH:22][CH2:23][C:24]3[CH:29]=[CH:28][CH:27]=[C:26]([O:30][CH3:31])[CH:25]=3)[N:17]=1)[CH:10]=[C:9]2[N:32]1[CH2:37][CH2:36][NH:35][CH2:34][CH2:33]1.Br[CH2:39][CH2:40][CH2:41][OH:42].C(=O)([O-])[O-].[K+].[K+].C(#N)C.